From a dataset of Catalyst prediction with 721,799 reactions and 888 catalyst types from USPTO. Predict which catalyst facilitates the given reaction. (1) Reactant: [F:1][C:2]1[CH:7]=[C:6]([F:8])[CH:5]=[CH:4][C:3]=1[C:9]1[O:13][N:12]=[CH:11][C:10]=1[CH2:14][CH2:15][C:16](OC)=[O:17].[H-].C([Al+]CC(C)C)C(C)C.Cl. Product: [F:1][C:2]1[CH:7]=[C:6]([F:8])[CH:5]=[CH:4][C:3]=1[C:9]1[O:13][N:12]=[CH:11][C:10]=1[CH2:14][CH2:15][CH2:16][OH:17]. The catalyst class is: 7. (2) Reactant: [CH3:1][C:2]1([CH3:13])[C:11]2[C:6](=[C:7](I)[CH:8]=[CH:9][CH:10]=2)[O:5][CH2:4][CH2:3]1.C([Li])CCC.CN([CH:22]=[O:23])C.[Cl-].[NH4+]. Product: [CH3:1][C:2]1([CH3:13])[C:11]2[C:6](=[C:7]([CH:22]=[O:23])[CH:8]=[CH:9][CH:10]=2)[O:5][CH2:4][CH2:3]1. The catalyst class is: 1.